From a dataset of Peptide-MHC class I binding affinity with 185,985 pairs from IEDB/IMGT. Regression. Given a peptide amino acid sequence and an MHC pseudo amino acid sequence, predict their binding affinity value. This is MHC class I binding data. (1) The peptide sequence is EIIFYHPTF. The MHC is HLA-A31:01 with pseudo-sequence HLA-A31:01. The binding affinity (normalized) is 0.0847. (2) The peptide sequence is AEIDRSFKP. The MHC is HLA-A01:01 with pseudo-sequence HLA-A01:01. The binding affinity (normalized) is 0.0847. (3) The peptide sequence is ITSQDVLHSW. The MHC is HLA-A29:02 with pseudo-sequence HLA-A29:02. The binding affinity (normalized) is 0. (4) The peptide sequence is EEIRRIWRQ. The MHC is HLA-B15:17 with pseudo-sequence HLA-B15:17. The binding affinity (normalized) is 0.0847. (5) The peptide sequence is CYMHVSDYY. The MHC is HLA-A69:01 with pseudo-sequence YYAMYRNNVAQTDVDTLYVRYHYYTWAVLAYTWY. The binding affinity (normalized) is 0.0847. (6) The peptide sequence is DPALNMENI. The binding affinity (normalized) is 0. The MHC is H-2-Ld with pseudo-sequence H-2-Ld. (7) The peptide sequence is SDEPELRSL. The MHC is Mamu-A11 with pseudo-sequence Mamu-A11. The binding affinity (normalized) is 0.148. (8) The peptide sequence is ASDHFVETT. The MHC is HLA-A01:01 with pseudo-sequence HLA-A01:01. The binding affinity (normalized) is 0.0847. (9) The peptide sequence is CMLTEFLHY. The MHC is HLA-A68:01 with pseudo-sequence HLA-A68:01. The binding affinity (normalized) is 0.183.